Dataset: Reaction yield outcomes from USPTO patents with 853,638 reactions. Task: Predict the reaction yield, written as a fraction of the theoretical maximum amount of product (1.0 means a 100% yield; for example, 0.34 means a 34% yield). (1) The reactants are [CH3:1][C:2]1([CH3:12])[C:10]2[C:5](=[CH:6][CH:7]=[CH:8][CH:9]=2)[C@@H:4]([NH2:11])[CH2:3]1.[N:13]1[C:20]([Cl:21])=[N:19][C:17](Cl)=[N:16][C:14]=1[Cl:15].CCN(C(C)C)C(C)C. The catalyst is C1COCC1. The product is [Cl:15][C:14]1[N:13]=[C:20]([Cl:21])[N:19]=[C:17]([NH:11][C@@H:4]2[C:5]3[C:10](=[CH:9][CH:8]=[CH:7][CH:6]=3)[C:2]([CH3:12])([CH3:1])[CH2:3]2)[N:16]=1. The yield is 0.600. (2) The reactants are [F:1][C:2]1[CH:7]=[CH:6][CH:5]=[C:4]([F:8])[C:3]=1[N:9]1[C:14]2[N:15]=[C:16](S(C)=O)[N:17]=[C:18]([C:19]3[CH:20]=[C:21]([CH:28]=[CH:29][C:30]=3[CH3:31])[C:22]([NH:24][CH:25]([CH3:27])[CH3:26])=[O:23])[C:13]=2[CH2:12][NH:11][C:10]1=[O:35].[CH3:36][CH:37]([NH:39][CH2:40][CH2:41][CH2:42][NH2:43])[CH3:38]. The catalyst is C1COCC1. The product is [F:1][C:2]1[CH:7]=[CH:6][CH:5]=[C:4]([F:8])[C:3]=1[N:9]1[C:14]2[N:15]=[C:16]([NH:43][CH2:42][CH2:41][CH2:40][NH:39][CH:37]([CH3:38])[CH3:36])[N:17]=[C:18]([C:19]3[CH:20]=[C:21]([CH:28]=[CH:29][C:30]=3[CH3:31])[C:22]([NH:24][CH:25]([CH3:27])[CH3:26])=[O:23])[C:13]=2[CH2:12][NH:11][C:10]1=[O:35]. The yield is 0.680. (3) The reactants are C([O:5][C:6]([CH:8]1[CH:12]([C:13]2[CH:18]=[CH:17][CH:16]=[C:15]([Cl:19])[C:14]=2[F:20])[C:11]([C:23]2[CH:28]=[CH:27][C:26]([Cl:29])=[CH:25][C:24]=2[F:30])([C:21]#[N:22])[CH:10]([CH2:31][C:32]([CH3:43])([CH3:42])[CH2:33][O:34][Si](C(C)(C)C)(C)C)[NH:9]1)=[O:7])(C)(C)C.[F:44][C:45]([F:50])([F:49])[C:46]([OH:48])=[O:47]. The catalyst is ClCCl. The product is [F:44][C:45]([F:50])([F:49])[C:46]([OH:48])=[O:47].[Cl:19][C:15]1[C:14]([F:20])=[C:13]([CH:12]2[C:11]([C:23]3[CH:28]=[CH:27][C:26]([Cl:29])=[CH:25][C:24]=3[F:30])([C:21]#[N:22])[CH:10]([CH2:31][C:32]([CH3:42])([CH3:43])[CH2:33][OH:34])[NH:9][CH:8]2[C:6]([OH:7])=[O:5])[CH:18]=[CH:17][CH:16]=1. The yield is 1.00. (4) The reactants are [CH2:1]([C:3]1[CH:4]=[C:5]2[C:9](=[CH:10][C:11]=1[N+:12]([O-])=O)[NH:8][CH:7]=[CH:6]2)[CH3:2]. The catalyst is [Ni]. The product is [CH2:1]([C:3]1[CH:4]=[C:5]2[C:9](=[CH:10][C:11]=1[NH2:12])[NH:8][CH:7]=[CH:6]2)[CH3:2]. The yield is 0.480. (5) The reactants are C([N:3]([CH2:13][CH3:14])[C:4](=[O:12])[C:5]1[CH:10]=[CH:9][CH:8]=[CH:7][C:6]=1[CH3:11])C.[CH3:15][N:16]1[CH2:21][CH2:20][N:19](CC#N)[CH2:18][CH2:17]1. No catalyst specified. The product is [CH3:15][N:16]1[CH2:21][CH2:20][N:19]([CH2:14][C:13]2[NH:3][C:4](=[O:12])[C:5]3[C:6]([CH:11]=2)=[CH:7][CH:8]=[CH:9][CH:10]=3)[CH2:18][CH2:17]1. The yield is 0.360.